This data is from Catalyst prediction with 721,799 reactions and 888 catalyst types from USPTO. The task is: Predict which catalyst facilitates the given reaction. (1) Product: [Br:1][C:2]1[CH:3]=[C:4]2[CH:9]=[C:10]([CH3:11])[NH:8][C:5]2=[N:6][CH:7]=1. The catalyst class is: 107. Reactant: [Br:1][C:2]1[CH:3]=[C:4]([C:9]#[C:10][CH3:11])[C:5]([NH2:8])=[N:6][CH:7]=1.CC(C)([O-])C.[K+]. (2) Reactant: [CH3:1][O:2][C:3]([C:5]1[S:6][C:7]([C:30]#[C:31][C:32]([CH3:35])([CH3:34])[CH3:33])=[CH:8][C:9]=1[N:10]([CH:20]1[CH2:29][CH2:28][C:23]2(OCC[O:24]2)[CH2:22][CH2:21]1)[C:11]([C@@H:13]1[CH2:18][CH2:17][C:16]([CH3:19])=[CH:15][CH2:14]1)=[O:12])=[O:4].Cl.C(OCC)(=O)C. Product: [CH3:1][O:2][C:3]([C:5]1[S:6][C:7]([C:30]#[C:31][C:32]([CH3:35])([CH3:34])[CH3:33])=[CH:8][C:9]=1[N:10]([C:11]([C@@H:13]1[CH2:18][CH2:17][C:16]([CH3:19])=[CH:15][CH2:14]1)=[O:12])[CH:20]1[CH2:21][CH2:22][C:23](=[O:24])[CH2:28][CH2:29]1)=[O:4]. The catalyst class is: 1. (3) Reactant: [I:1][C:2]1[CH:9]=[CH:8][C:7]([O:10][C:11]2[C:16]([CH2:17][CH2:18][CH3:19])=[CH:15][C:14]([C:20]([O:29][CH2:30][O:31][CH3:32])([C:25]([F:28])([F:27])[F:26])[C:21]([F:24])([F:23])[F:22])=[CH:13][C:12]=2[CH2:33][CH2:34][CH3:35])=[CH:6][C:3]=1[CH:4]=[O:5].[BH4-].[Na+].O. Product: [I:1][C:2]1[CH:9]=[CH:8][C:7]([O:10][C:11]2[C:16]([CH2:17][CH2:18][CH3:19])=[CH:15][C:14]([C:20]([O:29][CH2:30][O:31][CH3:32])([C:21]([F:22])([F:23])[F:24])[C:25]([F:27])([F:28])[F:26])=[CH:13][C:12]=2[CH2:33][CH2:34][CH3:35])=[CH:6][C:3]=1[CH2:4][OH:5]. The catalyst class is: 5. (4) The catalyst class is: 5. Product: [NH2:8][CH2:7][CH:6]([NH:5][C:12]([O:14][CH2:15][C:16]1[CH:17]=[CH:18][CH:19]=[CH:20][CH:21]=1)=[O:13])[C:9]([O:11][CH3:1])=[O:10]. Reactant: [C:1](Cl)(=O)C.[NH:5]([C:12]([O:14][CH2:15][C:16]1[CH:21]=[CH:20][CH:19]=[CH:18][CH:17]=1)=[O:13])[C@H:6]([C:9]([OH:11])=[O:10])[CH2:7][NH2:8].